From a dataset of Peptide-MHC class I binding affinity with 185,985 pairs from IEDB/IMGT. Regression. Given a peptide amino acid sequence and an MHC pseudo amino acid sequence, predict their binding affinity value. This is MHC class I binding data. (1) The peptide sequence is FEFILRYGD. The MHC is HLA-B27:03 with pseudo-sequence HLA-B27:03. The binding affinity (normalized) is 0.0847. (2) The peptide sequence is SFYADPKRFF. The MHC is HLA-A24:02 with pseudo-sequence HLA-A24:02. The binding affinity (normalized) is 0.393.